From a dataset of Full USPTO retrosynthesis dataset with 1.9M reactions from patents (1976-2016). Predict the reactants needed to synthesize the given product. (1) The reactants are: [NH2:1][C:2]1[CH:6]=[C:5]([C:7]([CH3:10])([CH3:9])[CH3:8])[S:4][C:3]=1[C:11]([NH2:13])=[O:12].Cl.[C:15]([C:17]([O:19][CH2:20][CH3:21])=[O:18])#N. Given the product [C:7]([C:5]1[S:4][C:3]2[C:11](=[O:12])[NH:13][C:15]([C:17]([O:19][CH2:20][CH3:21])=[O:18])=[N:1][C:2]=2[CH:6]=1)([CH3:10])([CH3:8])[CH3:9], predict the reactants needed to synthesize it. (2) Given the product [CH3:6][C:2]1[NH:1][C:9](=[O:8])[CH:10]=[CH:11][C:3]=1[C:4]#[N:5], predict the reactants needed to synthesize it. The reactants are: [NH2:1]/[C:2](/[CH3:6])=[CH:3]/[C:4]#[N:5].C[O:8][C:9](=O)[C:10]#[CH:11].C1C=CC(C2C=CC=CC=2)=CC=1.C1C=CC(OC2C=CC=CC=2)=CC=1. (3) Given the product [CH3:1][N:2]1[CH2:3][CH2:4][N:5]([C:8]2[CH:13]=[CH:12][C:11]([NH2:14])=[C:10]([C:17]3[S:18][CH:19]=[CH:20][C:21]=3[CH3:22])[CH:9]=2)[CH2:6][CH2:7]1, predict the reactants needed to synthesize it. The reactants are: [CH3:1][N:2]1[CH2:7][CH2:6][N:5]([C:8]2[CH:13]=[CH:12][C:11]([N+:14]([O-])=O)=[C:10]([C:17]3[S:18][CH:19]=[CH:20][C:21]=3[CH3:22])[CH:9]=2)[CH2:4][CH2:3]1. (4) The reactants are: [C:1](Cl)(=O)[C:2]([Cl:4])=[O:3].[O:7]=[C:8]1[N:13]([CH2:14][C:15]2[CH:16]=C([CH:21]=[CH:22][CH:23]=2)C(O)=O)[N:12]=[C:11]([C:24]2[O:28][N:27]=[C:26]([C:29]3[CH:34]=[CH:33][C:32]([C:35]([CH3:41])([CH3:40])[C:36]([F:39])([F:38])[F:37])=[CH:31][CH:30]=3)[N:25]=2)[CH:10]=[CH:9]1. Given the product [O:7]=[C:8]1[N:13]([CH2:14][C:15]2[CH:16]=[C:1]([CH:21]=[CH:22][CH:23]=2)[C:2]([Cl:4])=[O:3])[N:12]=[C:11]([C:24]2[O:28][N:27]=[C:26]([C:29]3[CH:34]=[CH:33][C:32]([C:35]([CH3:41])([CH3:40])[C:36]([F:39])([F:38])[F:37])=[CH:31][CH:30]=3)[N:25]=2)[CH:10]=[CH:9]1, predict the reactants needed to synthesize it. (5) Given the product [CH2:20]([N:22]([CH2:27][CH3:28])[CH2:23][CH2:24][CH2:25][NH:26][C:2]1[CH:7]=[C:6]([O:8][CH2:9][CH2:10][CH2:11][N:12]([CH2:15][CH3:16])[CH2:13][CH3:14])[CH:5]=[CH:4][C:3]=1[N+:17]([O-:19])=[O:18])[CH3:21], predict the reactants needed to synthesize it. The reactants are: F[C:2]1[CH:7]=[C:6]([O:8][CH2:9][CH2:10][CH2:11][N:12]([CH2:15][CH3:16])[CH2:13][CH3:14])[CH:5]=[CH:4][C:3]=1[N+:17]([O-:19])=[O:18].[CH2:20]([N:22]([CH2:27][CH3:28])[CH2:23][CH2:24][CH2:25][NH2:26])[CH3:21]. (6) Given the product [ClH:1].[Cl:1][C:2]1[CH:7]=[C:6]([C:8]2[O:9][C:10]([CH3:13])=[CH:11][CH:12]=2)[CH:5]=[CH:4][C:3]=1[S:14]([NH:17][C:18]1[CH:19]=[C:20]([NH:26][C:27](=[O:39])[C@@H:28]([CH3:29])[NH:30][CH3:31])[CH:21]=[CH:22][C:23]=1[O:24][CH3:25])(=[O:15])=[O:16], predict the reactants needed to synthesize it. The reactants are: [Cl:1][C:2]1[CH:7]=[C:6]([C:8]2[O:9][C:10]([CH3:13])=[CH:11][CH:12]=2)[CH:5]=[CH:4][C:3]=1[S:14]([NH:17][C:18]1[CH:19]=[C:20]([NH:26][C:27](=[O:39])[C@H:28]([N:30](C)[C:31](=O)OC(C)(C)C)[CH3:29])[CH:21]=[CH:22][C:23]=1[O:24][CH3:25])(=[O:16])=[O:15].Cl.C(OCC)C. (7) Given the product [Cl:13][C:10]1[N:11]=[CH:12][C:7]([C:15]2[CH:20]=[CH:19][CH:18]=[CH:17][CH:16]=2)=[CH:8][CH:9]=1, predict the reactants needed to synthesize it. The reactants are: C([Mg]Cl)(C)C.Br[C:7]1[CH:8]=[CH:9][C:10]([Cl:13])=[N:11][CH:12]=1.Br[C:15]1[CH:20]=[CH:19][CH:18]=[CH:17][CH:16]=1.[Cl-].[NH4+].